This data is from Forward reaction prediction with 1.9M reactions from USPTO patents (1976-2016). The task is: Predict the product of the given reaction. (1) The product is: [CH3:13][O:14][C:15]1[CH:20]=[C:19]([C:2]2[CH:3]=[N:4][N:5]([C:7]3[CH:12]=[CH:11][CH:10]=[CH:9][N:8]=3)[CH:6]=2)[CH:18]=[CH:17][CH:16]=1. Given the reactants Br[C:2]1[CH:3]=[N:4][N:5]([C:7]2[CH:12]=[CH:11][CH:10]=[CH:9][N:8]=2)[CH:6]=1.[CH3:13][O:14][C:15]1[CH:16]=[C:17](B(O)O)[CH:18]=[CH:19][CH:20]=1.C(=O)([O-])[O-].[K+].[K+], predict the reaction product. (2) Given the reactants [CH3:1][C:2]1[C:3]([CH:8]2[CH2:13][CH2:12][CH2:11][CH:10]([C:14]3[C:19]([CH3:20])=[CH:18][CH:17]=[CH:16][N:15]=3)[N:9]2[N:21]=O)=[N:4][CH:5]=[CH:6][CH:7]=1.[NH4+].[OH-], predict the reaction product. The product is: [CH3:1][C:2]1[C:3]([CH:8]2[CH2:13][CH2:12][CH2:11][CH:10]([C:14]3[C:19]([CH3:20])=[CH:18][CH:17]=[CH:16][N:15]=3)[N:9]2[NH2:21])=[N:4][CH:5]=[CH:6][CH:7]=1. (3) The product is: [Cl:15][C:16]1[N:21]=[C:20]([NH:9][CH3:6])[C:19]([N+:23]([O-:25])=[O:24])=[CH:18][N:17]=1. Given the reactants CN.C(O)C.[CH:6]([N:9](CC)C(C)C)(C)C.[Cl:15][C:16]1[N:21]=[C:20](Cl)[C:19]([N+:23]([O-:25])=[O:24])=[CH:18][N:17]=1, predict the reaction product.